Dataset: Experimentally validated miRNA-target interactions with 360,000+ pairs, plus equal number of negative samples. Task: Binary Classification. Given a miRNA mature sequence and a target amino acid sequence, predict their likelihood of interaction. (1) The miRNA is hsa-miR-3157-3p with sequence CUGCCCUAGUCUAGCUGAAGCU. The protein sequence of the target gene is MAQPPPDVEGDDCLPEYHHLFCPDLLQDKVAFITGGGSGIGFRIAEIFMRHGCHTVIVGRSLQKVTTAAKKLVAATGKRCLPLSMDVRVPPEVMTAVDQALQEFGKINILINCAAGNFLCPASALSFNAFKTVVDIDTIGTFNVSSVLYKKFFRDHGGVIVNITATLSMRGQVLQLHAGAAKAAVDAMTRHLAVEWGPQNIRVNSLAPGAISGTEGLRRLRGSNASSKLKHFSNPIPRLGTKTEIAHSVLYLASPLASYVSGIVLVVDGGSWMTFPNGIKQLLEFESFSAKL. Result: 0 (no interaction). (2) The miRNA is hsa-miR-3942-5p with sequence AAGCAAUACUGUUACCUGAAAU. The protein sequence of the target gene is MLFEGLDLVSALATLAACLVSVTLLLAVSQQLWQLRWAATRDKSCKLPIPKGSMGFPLIGETGHWLLQGSGFQSSRREKYGNVFKTHLLGRPLIRVTGAENVRKILMGEHHLVSTEWPRSTRMLLGPNTVSNSIGDIHRNKRKVFSKIFSHEALESYLPKIQLVIQDTLRAWSSHPEAINVYQEAQKLTFRMAIRVLLGFSIPEEDLGHLFEVYQQFVDNVFSLPVDLPFSGYRRGIQARQILQKGLEKAIREKLQCTQGKDYLDALDLLIESSKEHGKEMTMQELKDGTLELIFAAYAT.... Result: 1 (interaction). (3) The miRNA is mmu-miR-7036a-3p with sequence CCGUCCUCAUCCGCUCCUCCCAG. The protein sequence of the target gene is MDVERLQEALKDFEKRGKKEVCPVLDQFLCHVAKTGETMIQWSQFKGYFIFKLEKVMDDFRTSAPEPRGPPNPNVEYIPFDEMKERILKIVTGFNGIPFTIQRLCELLTDPRRNYTGTDKFLRGVEKNVMVVSCVYPSSEKNNSNSLNRMNGVMFPGNSPSYTERSNINGPGTPRPLNRPKVSLSAPMTTNGLPESTDSKEANLQQNEEKNHSDSSTSESEVSSVSPLKNKHPDEDAVEAEGHEVKRLRFDKEGEVRETASQTTSSEISSVMVGETEASSSSQDKDKDSRCTRQHCTEED.... Result: 0 (no interaction). (4) The miRNA is mmu-miR-1946a with sequence AGCCGGGCAGUGGUGGCACACACUUUU. The protein sequence of the target gene is MFRKARRVNVRKRNDSEEEERERDEEQEPPPLLPPPGTGEEAGPGGGDRAPGGESLLGPGPSPPSALTPGLGAEAGGGFPGGAEPGNGLKPRKRPRENKEVPRASLLSFQDEEEENEEVFKVKKSSYSKKIVKLLKKEYKEDLEKSKIKTELNSSAESEQPLDKTGHVKDTNQEDGVIISEHGEDEMDMESEKEEEKPKTGGAFSNALSSLNVLRPGEIPDAAFIHAARKKRQMARELGDFTPHDNEPGKGRLVREDENDASDDEDDDEKRRIVFSVKEKSQRQKIAEEIGIEGSDDDAL.... Result: 0 (no interaction). (5) The miRNA is mmu-miR-466d-3p with sequence UAUACAUACACGCACACAUAG. The protein sequence of the target gene is MSKGLPEARTDAAMSELVPEPRPKPAVPMKPVSINSNLLGYIGIDTIIEQMRKKTMKTGFDFNIMVVGQSGLGKSTLVNTLFKSQVSRKASSWNREEKIPKTVEIKAIGHVIEEGGVKMKLTVIDTPGFGDQINNENCWEPIEKYINEQYEKFLKEEVNIARKKRIPDTRVHCCLYFISPTGHSLRPLDLEFMKHLSKVVNIIPVIAKADTMTLEEKSEFKQRVRKELEVNGIEFYPQKEFDEDLEDKTENDKIRQESMPFAVVGSDKEYQVNGKRVLGRKTPWGIIEVENLNHCEFALL.... Result: 1 (interaction). (6) The miRNA is hsa-miR-24-3p with sequence UGGCUCAGUUCAGCAGGAACAG. The protein sequence of the target gene is MNLTEDYMVFEDVAIHFSQEEWGILNDVQRHLHSDVMLENFALLSSVGCWHGAKDEEAPSKQCVSVGVSQVTTLKPALSTQKAQPCETCSSLLKDILHLAEHDGTHPKRTAKLYLHQKEHLREKLTRSDEGRPSFVNDSVHLAKRNLTCMQGGKDFTGDSDLQQQALHSGWKPHRDTHGVEAFQSGQNNYSCTQCGKDFCHQHTLFEHQKIHTEERPYECSECGKLFRYNSDLIKHQRNHTGERPYKCSECGKAFSLKYNVVQHQKIHTGERPYECSECGKAFLRKSHLLQHQRIHTRPR.... Result: 1 (interaction). (7) The miRNA is hsa-miR-194-3p with sequence CCAGUGGGGCUGCUGUUAUCUG. The protein sequence of the target gene is MAMEMRLPVARKPLSERLGRDTKKHLVVPGDTITTDTGFMRGHGTYMGEEKLIASVAGSVERVNKLICVKALKTRYIGEVGDIVVGRITEVQQKRWKVETNSRLDSVLLLSSMNLPGGELRRRSAEDELAMRGFLQEGDLISAEVQAVFSDGAVSLHTRSLKYGKLGQGVLVQVSPSLVKRQKTHFHDLPCGASVILGNNGFIWIYPTPEHKEEEAGGFIANLEPVSLADREVISRLRNCIISLVTQRMMLYDTSILYCYEASLPHQIKDILKPEIMEEIVMETRQRLLEQEG. Result: 1 (interaction).